Dataset: TCR-epitope binding with 47,182 pairs between 192 epitopes and 23,139 TCRs. Task: Binary Classification. Given a T-cell receptor sequence (or CDR3 region) and an epitope sequence, predict whether binding occurs between them. The epitope is SSNVANYQK. The TCR CDR3 sequence is CSVGLAGVLGNEQFF. Result: 0 (the TCR does not bind to the epitope).